From a dataset of Full USPTO retrosynthesis dataset with 1.9M reactions from patents (1976-2016). Predict the reactants needed to synthesize the given product. (1) The reactants are: [CH3:1][O:2][CH2:3][CH2:4][O:5][CH2:6][CH2:7][O:8][C:9]1[CH:10]=[C:11]([CH:14]=[CH:15][CH:16]=1)[CH:12]=[O:13].[CH3:17]OS([O-])(=O)=O.C[S+](C)C.[OH-].[Na+]. Given the product [CH3:1][O:2][CH2:3][CH2:4][O:5][CH2:6][CH2:7][O:8][C:9]1[CH:10]=[C:11]([CH:12]2[CH2:17][O:13]2)[CH:14]=[CH:15][CH:16]=1, predict the reactants needed to synthesize it. (2) Given the product [NH2:8][C:9]1[N:17]=[CH:16][N:15]=[C:14]2[C:10]=1[N:11]=[CH:12][N:13]2[C@H:18]1[C@H:22]([OH:23])[C@H:21]([OH:25])[C@@H:20]([CH2:28][N:29]([CH2:30][CH2:31][CH2:32][NH:33][C:34]2[NH:38][C:37]3[CH:39]=[CH:40][C:41]([C:43]([CH3:44])([CH3:46])[CH3:45])=[CH:42][C:36]=3[N:35]=2)[CH2:47][CH3:48])[O:19]1, predict the reactants needed to synthesize it. The reactants are: C(O)(C(F)(F)F)=O.[NH2:8][C:9]1[N:17]=[CH:16][N:15]=[C:14]2[C:10]=1[N:11]=[CH:12][N:13]2[C@H:18]1[C@@H:22]2[O:23]C(C)(C)[O:25][C@@H:21]2[C@@H:20]([CH2:28][N:29]([CH2:47][CH3:48])[CH2:30][CH2:31][CH2:32][NH:33][C:34]2[NH:38][C:37]3[CH:39]=[CH:40][C:41]([C:43]([CH3:46])([CH3:45])[CH3:44])=[CH:42][C:36]=3[N:35]=2)[O:19]1.